Dataset: Full USPTO retrosynthesis dataset with 1.9M reactions from patents (1976-2016). Task: Predict the reactants needed to synthesize the given product. (1) Given the product [ClH:33].[NH2:8][C:9]1[C:14]([CH2:15][N:16]2[C:21]([CH3:22])=[CH:20][C:19]([O:23][CH2:24][C:25]3[CH:30]=[CH:29][C:28]([F:31])=[CH:27][C:26]=3[F:32])=[C:18]([Cl:33])[C:17]2=[O:34])=[CH:13][N:12]=[C:11]([CH3:35])[N:10]=1, predict the reactants needed to synthesize it. The reactants are: FC(F)(F)C(O)=O.[NH2:8][C:9]1[C:14]([CH2:15][N:16]2[C:21]([CH3:22])=[CH:20][C:19]([O:23][CH2:24][C:25]3[CH:30]=[CH:29][C:28]([F:31])=[CH:27][C:26]=3[F:32])=[C:18]([Cl:33])[C:17]2=[O:34])=[CH:13][N:12]=[C:11]([CH3:35])[N:10]=1. (2) Given the product [Br:18][C:15]1[CH:16]=[C:17]2[C:12](=[CH:13][CH:14]=1)[N:11]=[CH:10][CH:9]=[C:8]2[O:5][CH2:4][CH2:3][OH:6], predict the reactants needed to synthesize it. The reactants are: [H-].[Na+].[CH2:3]([OH:6])[CH2:4][OH:5].Cl[C:8]1[C:17]2[C:12](=[CH:13][CH:14]=[C:15]([Br:18])[CH:16]=2)[N:11]=[CH:10][CH:9]=1. (3) Given the product [F:23][C:24]([F:31])([F:30])[S:25]([O-:28])(=[O:27])=[O:26].[CH2:1]([O:8][N:9]=[C:10]([C:17]1[CH:22]=[CH:21][CH:20]=[CH:19][CH:18]=1)[C:11]1[CH:16]=[CH:15][CH:14]=[CH:13][N+:12]=1[CH3:24])[C:2]1[CH:3]=[CH:4][CH:5]=[CH:6][CH:7]=1, predict the reactants needed to synthesize it. The reactants are: [CH2:1]([O:8][N:9]=[C:10]([C:17]1[CH:22]=[CH:21][CH:20]=[CH:19][CH:18]=1)[C:11]1[CH:16]=[CH:15][CH:14]=[CH:13][N:12]=1)[C:2]1[CH:7]=[CH:6][CH:5]=[CH:4][CH:3]=1.[F:23][C:24]([F:31])([F:30])[S:25]([O:28]C)(=[O:27])=[O:26]. (4) Given the product [CH3:37][C:36]1[C:31]([N:28]2[CH2:29][CH2:30][N:25]([C:23]([C:11]3[CH:12]=[CH:13][C:14]([N:16]4[C:20](=[O:21])[CH2:19][CH2:18][CH:17]4[CH3:22])=[CH:15][C:10]=3[C:9]([N:8]([CH2:50][CH2:49][O:48][CH3:47])[CH3:6])=[O:39])=[O:24])[CH2:26][CH2:27]2)=[N:32][CH:33]=[C:34]([CH3:38])[CH:35]=1, predict the reactants needed to synthesize it. The reactants are: C(O[C:6]([N:8](C(OC(C)(C)C)=O)[C:9](=[O:39])[C:10]1[CH:15]=[C:14]([N:16]2[C:20](=[O:21])[CH2:19][CH2:18][CH:17]2[CH3:22])[CH:13]=[CH:12][C:11]=1[C:23]([N:25]1[CH2:30][CH2:29][N:28]([C:31]2[C:36]([CH3:37])=[CH:35][C:34]([CH3:38])=[CH:33][N:32]=2)[CH2:27][CH2:26]1)=[O:24])=O)(C)(C)C.[CH3:47][O:48][CH2:49][CH2:50]NC. (5) Given the product [Cl:18][C:9]1[C:10]([Cl:17])=[N:11][CH:12]=[C:13]([C:8]=1[O:6][CH:4]([CH3:5])[CH3:3])[C:14]([OH:16])=[O:15], predict the reactants needed to synthesize it. The reactants are: [H-].[Na+].[CH3:3][CH:4]([OH:6])[CH3:5].Cl[C:8]1[C:13]([C:14]([OH:16])=[O:15])=[CH:12][N:11]=[C:10]([Cl:17])[C:9]=1[Cl:18].Cl.